Dataset: CYP2C19 inhibition data for predicting drug metabolism from PubChem BioAssay. Task: Regression/Classification. Given a drug SMILES string, predict its absorption, distribution, metabolism, or excretion properties. Task type varies by dataset: regression for continuous measurements (e.g., permeability, clearance, half-life) or binary classification for categorical outcomes (e.g., BBB penetration, CYP inhibition). Dataset: cyp2c19_veith. (1) The drug is c1ccc(Nc2ncnc3ccc(-c4cccnc4)cc23)cc1. The result is 0 (non-inhibitor). (2) The molecule is FC(F)(F)c1cc(-c2ccco2)nc(NCCc2ccccc2)n1. The result is 1 (inhibitor).